From a dataset of Full USPTO retrosynthesis dataset with 1.9M reactions from patents (1976-2016). Predict the reactants needed to synthesize the given product. (1) Given the product [CH2:1]([N:8]1[CH2:9][CH2:10][N:11]([C:14]2[S:16][CH2:18][C:19](=[O:20])[N:15]=2)[CH2:12][CH2:13]1)[C:2]1[CH:3]=[CH:4][CH:5]=[CH:6][CH:7]=1, predict the reactants needed to synthesize it. The reactants are: [CH2:1]([N:8]1[CH2:13][CH2:12][N:11]([C:14](=[S:16])[NH2:15])[CH2:10][CH2:9]1)[C:2]1[CH:7]=[CH:6][CH:5]=[CH:4][CH:3]=1.Cl[CH2:18][C:19](O)=[O:20]. (2) Given the product [NH2:14][C:13]1[C:8]2[N:9]([C:5]([CH:1]3[CH2:4][CH2:3][CH2:2]3)=[N:6][C:7]=2[C:15]2[CH2:16][CH2:17][N:18]([C:21]([C:22]3[CH:27]=[CH:26][CH:25]=[CH:24][CH:23]=3)=[O:28])[CH2:19][CH:20]=2)[CH:10]=[CH:11][N:12]=1, predict the reactants needed to synthesize it. The reactants are: [CH:1]1([C:5]2[N:9]3[CH:10]=[CH:11][N:12]=[C:13]([NH2:14])[C:8]3=[C:7]([C:15]3[CH2:16][CH2:17][NH:18][CH2:19][CH:20]=3)[N:6]=2)[CH2:4][CH2:3][CH2:2]1.[C:21](O)(=[O:28])[C:22]1[CH:27]=[CH:26][CH:25]=[CH:24][CH:23]=1.CN(C(ON1N=NC2C=CC=CC1=2)=[N+](C)C)C.[B-](F)(F)(F)F.CCN(C(C)C)C(C)C.CN(C=O)C. (3) The reactants are: CS(O[CH2:6][CH:7]1[CH2:12][CH2:11][CH:10]([CH2:13][O:14][C:15]2[CH:20]=[CH:19][CH:18]=[CH:17][CH:16]=2)[O:9][CH2:8]1)(=O)=O.CN(C=O)C.[N-:26]=[N+:27]=[N-:28].[Na+]. Given the product [N:26]([CH2:6][CH:7]1[CH2:8][O:9][CH:10]([CH2:13][O:14][C:15]2[CH:20]=[CH:19][CH:18]=[CH:17][CH:16]=2)[CH2:11][CH2:12]1)=[N+:27]=[N-:28], predict the reactants needed to synthesize it. (4) The reactants are: [CH3:1][N:2]([CH3:39])[CH2:3][CH2:4][O:5][C:6]1[C:7]([CH3:38])=[C:8]([NH:12][C:13]2[N:18]=[C:17]([C:19]3[N:23]4[CH:24]=[CH:25][CH:26]=[CH:27][C:22]4=[N:21][C:20]=3[C:28]3[CH:29]=[C:30]([CH:35]=[CH:36][CH:37]=3)[C:31](OC)=[O:32])[CH:16]=[CH:15][N:14]=2)[CH:9]=[CH:10][CH:11]=1.[F:40][C:41]1[CH:47]=[CH:46][CH:45]=[C:44]([F:48])[C:42]=1[NH2:43].C[Si]([N-][Si](C)(C)C)(C)C.[Na+]. Given the product [F:40][C:41]1[CH:47]=[CH:46][CH:45]=[C:44]([F:48])[C:42]=1[NH:43][C:31](=[O:32])[C:30]1[CH:35]=[CH:36][CH:37]=[C:28]([C:20]2[N:21]=[C:22]3[CH:27]=[CH:26][CH:25]=[CH:24][N:23]3[C:19]=2[C:17]2[CH:16]=[CH:15][N:14]=[C:13]([NH:12][C:8]3[CH:9]=[CH:10][CH:11]=[C:6]([O:5][CH2:4][CH2:3][N:2]([CH3:1])[CH3:39])[C:7]=3[CH3:38])[N:18]=2)[CH:29]=1, predict the reactants needed to synthesize it. (5) Given the product [F:25][C:26]1[CH:27]=[C:28]([CH2:33][C@H:34]([CH3:38])[C:35]([NH:1][CH:2]2[N:3]=[C:4]([N:15]3[CH2:16][CH2:17][CH:18]([C:21]([F:24])([F:23])[F:22])[CH2:19][CH2:20]3)[C:5]3[CH:14]=[CH:13][CH:12]=[CH:11][C:6]=3[N:7]([CH3:10])[C:8]2=[O:9])=[O:36])[CH:29]=[CH:30][C:31]=1[F:32], predict the reactants needed to synthesize it. The reactants are: [NH2:1][CH:2]1[C:8](=[O:9])[N:7]([CH3:10])[C:6]2[CH:11]=[CH:12][CH:13]=[CH:14][C:5]=2[C:4]([N:15]2[CH2:20][CH2:19][CH:18]([C:21]([F:24])([F:23])[F:22])[CH2:17][CH2:16]2)=[N:3]1.[F:25][C:26]1[CH:27]=[C:28]([CH2:33][C@H:34]([CH3:38])[C:35](O)=[O:36])[CH:29]=[CH:30][C:31]=1[F:32]. (6) Given the product [CH3:1][O:2][C:3](=[O:23])[CH2:4][C:5]1[N:6]=[C:7]([C:9]2[NH:10][C:11]3[C:16]([CH:17]=2)=[CH:15][CH:14]=[CH:13][C:12]=3[N+:18]([O-:20])=[O:19])[O:22][N:21]=1, predict the reactants needed to synthesize it. The reactants are: [CH3:1][O:2][C:3](=[O:23])[CH2:4][C:5](=[N:21][OH:22])[NH:6][C:7]([C:9]1[NH:10][C:11]2[C:16]([CH:17]=1)=[CH:15][CH:14]=[CH:13][C:12]=2[N+:18]([O-:20])=[O:19])=O.N1C=CC=CC=1. (7) Given the product [CH2:29]([N:26]([CH2:27][CH3:28])[S:25]([C:22]1[CH:23]=[CH:24][C:19]([C:16]2[C:15]3[C:10](=[CH:11][CH:12]=[C:13]([F:33])[CH:14]=3)[CH:9]=[C:8]([CH2:7][C:6]([OH:34])=[O:5])[C:17]=2[CH3:18])=[CH:20][CH:21]=1)(=[O:31])=[O:32])[CH3:30], predict the reactants needed to synthesize it. The reactants are: O.[OH-].[Li+].C[O:5][C:6](=[O:34])[CH2:7][C:8]1[C:17]([CH3:18])=[C:16]([C:19]2[CH:24]=[CH:23][C:22]([S:25](=[O:32])(=[O:31])[N:26]([CH2:29][CH3:30])[CH2:27][CH3:28])=[CH:21][CH:20]=2)[C:15]2[C:10](=[CH:11][CH:12]=[C:13]([F:33])[CH:14]=2)[CH:9]=1.C1COCC1.O. (8) Given the product [NH2:1][C:2]1[O:3][C@H:4]([C:31]([F:34])([F:33])[F:32])[CH2:5][C@:6]([C:10]2[CH:11]=[C:12]([NH:17][C:18]([C:20]3[N:21]=[C:22]4[CH:27]=[CH:26][CH:25]=[CH:24][N:23]4[C:29]=3[CH3:30])=[O:19])[CH:13]=[CH:14][C:15]=2[F:16])([CH2:8][F:9])[N:7]=1, predict the reactants needed to synthesize it. The reactants are: [NH2:1][C:2]1[O:3][C@H:4]([C:31]([F:34])([F:33])[F:32])[CH2:5][C@:6]([C:10]2[CH:11]=[C:12]([NH:17][C:18]([C:20]3[N:21]=[C:22]4[CH:27]=[CH:26][C:25](Cl)=[CH:24][N:23]4[C:29]=3[CH3:30])=[O:19])[CH:13]=[CH:14][C:15]=2[F:16])([CH2:8][F:9])[N:7]=1.C([O-])=O.[Na+].